This data is from Reaction yield outcomes from USPTO patents with 853,638 reactions. The task is: Predict the reaction yield, written as a fraction of the theoretical maximum amount of product (1.0 means a 100% yield; for example, 0.34 means a 34% yield). (1) The reactants are [Cl-].O[NH3+:3].[C:4](=[O:7])([O-])[OH:5].[Na+].CS(C)=O.[CH2:13]([C:15]1[N:16]=[C:17]([CH3:43])[N:18]([C:37]2[CH:42]=[CH:41][CH:40]=[CH:39][CH:38]=2)[C:19](=[O:36])[C:20]=1[CH2:21][C:22]1[CH:27]=[CH:26][C:25]([C:28]2[C:29]([C:34]#[N:35])=[CH:30][CH:31]=[CH:32][CH:33]=2)=[CH:24][CH:23]=1)[CH3:14]. The catalyst is C(OCC)(=O)C. The product is [CH2:13]([C:15]1[N:16]=[C:17]([CH3:43])[N:18]([C:37]2[CH:42]=[CH:41][CH:40]=[CH:39][CH:38]=2)[C:19](=[O:36])[C:20]=1[CH2:21][C:22]1[CH:23]=[CH:24][C:25]([C:28]2[CH:33]=[CH:32][CH:31]=[CH:30][C:29]=2[C:34]2[NH:3][C:4](=[O:7])[O:5][N:35]=2)=[CH:26][CH:27]=1)[CH3:14]. The yield is 0.620. (2) The reactants are [F:1][C:2]([F:7])([F:6])[C:3]([OH:5])=[O:4].[F:8][C:9]([F:14])([F:13])[C:10]([OH:12])=[O:11].FC(F)(F)C(O)=O.[Cl:22][C:23]1[CH:24]=[N:25][C:26]2[NH:27][C:28]3[CH:29]=[N:30][CH:31]=[C:32]([CH:54]=3)[CH2:33][CH2:34][C:35]3[CH:43]=[C:39]([NH:40][C:41]=1[N:42]=2)[CH:38]=[CH:37][C:36]=3[NH:44][C:45](=[O:53])[CH2:46][CH:47]1[CH2:52][CH2:51][NH:50][CH2:49][CH2:48]1.[CH2:55]([N:62]=[C:63]=[O:64])[C:56]1[CH:61]=[CH:60][CH:59]=[CH:58][CH:57]=1. No catalyst specified. The product is [F:1][C:2]([F:7])([F:6])[C:3]([OH:5])=[O:4].[F:8][C:9]([F:14])([F:13])[C:10]([OH:12])=[O:11].[CH2:55]([NH:62][C:63]([N:50]1[CH2:51][CH2:52][CH:47]([CH2:46][C:45]([NH:44][C:36]2[CH:37]=[CH:38][C:39]3[NH:40][C:41]4[N:42]=[C:26]([NH:27][C:28]5[CH:29]=[N:30][CH:31]=[C:32]([CH:54]=5)[CH2:33][CH2:34][C:35]=2[CH:43]=3)[N:25]=[CH:24][C:23]=4[Cl:22])=[O:53])[CH2:48][CH2:49]1)=[O:64])[C:56]1[CH:61]=[CH:60][CH:59]=[CH:58][CH:57]=1. The yield is 0.350.